This data is from Reaction yield outcomes from USPTO patents with 853,638 reactions. The task is: Predict the reaction yield, written as a fraction of the theoretical maximum amount of product (1.0 means a 100% yield; for example, 0.34 means a 34% yield). (1) The reactants are [OH:1][C:2]1[CH:10]=[C:9]2[C:5]([CH:6]=[C:7]([C:11]([OH:13])=[O:12])[NH:8]2)=[CH:4][CH:3]=1.N1C=CN=C1.[CH3:19][C:20]([Si:23](Cl)([CH3:25])[CH3:24])([CH3:22])[CH3:21]. The catalyst is C1COCC1. The product is [C:20]([Si:23]([CH3:25])([CH3:24])[O:1][C:2]1[CH:10]=[C:9]2[C:5]([CH:6]=[C:7]([C:11]([OH:13])=[O:12])[NH:8]2)=[CH:4][CH:3]=1)([CH3:22])([CH3:21])[CH3:19]. The yield is 0.900. (2) The reactants are FC1C=CC(CC2C3C(=CC=CC=3[N+]([O-])=O)C(=O)NN=2)=CC=1C(N1CCC(OC)CC1)=O.[F:33][C:34]1[CH:54]=[CH:53][C:37]([CH2:38][C:39]2[C:48]3[C:43](=[C:44]([N+:49]([O-])=O)[CH:45]=[CH:46][CH:47]=3)[C:42](=[O:52])[NH:41][N:40]=2)=[CH:36][C:35]=1[C:55]([N:57]1[CH2:62][CH2:61][CH:60]([O:63][CH3:64])[CH2:59][CH2:58]1)=[O:56]. The catalyst is C(O)C.[Pd]. The product is [NH2:49][C:44]1[CH:45]=[CH:46][CH:47]=[C:48]2[C:43]=1[C:42](=[O:52])[NH:41][N:40]=[C:39]2[CH2:38][C:37]1[CH:53]=[CH:54][C:34]([F:33])=[C:35]([C:55]([N:57]2[CH2:58][CH2:59][CH:60]([O:63][CH3:64])[CH2:61][CH2:62]2)=[O:56])[CH:36]=1. The yield is 0.608. (3) The product is [F:11][C:12]1[CH:41]=[CH:40][C:15]([CH2:16][N:17]2[C:21](=[O:22])[N:20]([C:23]3[CH:27]=[C:26]([C:28]([NH2:1])=[O:29])[NH:25][N:24]=3)[CH:19]=[N:18]2)=[CH:14][CH:13]=1. The reactants are [N:1]1C=CC=CC=1CN.[Cl-].[NH4+].[F:11][C:12]1[CH:41]=[CH:40][C:15]([CH2:16][N:17]2[C:21](=[O:22])[N:20]([C:23]3[CH:27]=[C:26]([C:28](O)=[O:29])[N:25](CC4C=CC(OC)=CC=4)[N:24]=3)[CH:19]=[N:18]2)=[CH:14][CH:13]=1. The yield is 0.400. No catalyst specified. (4) The reactants are [CH:1]([N:4]1[C:8]([C:9]2[N:18]=[C:17]3[N:11]([CH2:12][CH2:13][O:14][C:15]4[CH:22]=[C:21](O)[N:20]=[CH:19][C:16]=43)[CH:10]=2)=[N:7][C:6]([CH3:24])=[N:5]1)([CH3:3])[CH3:2].[NH:25]1[CH2:32][CH2:31][CH2:30][C@H:26]1[C:27]([NH2:29])=[O:28]. No catalyst specified. The product is [CH:1]([N:4]1[C:8]([C:9]2[N:18]=[C:17]3[C:16]4[CH:19]=[N:20][C:21]([N:25]5[CH2:32][CH2:31][CH2:30][C@H:26]5[C:27]([NH2:29])=[O:28])=[CH:22][C:15]=4[O:14][CH2:13][CH2:12][N:11]3[CH:10]=2)=[N:7][C:6]([CH3:24])=[N:5]1)([CH3:2])[CH3:3]. The yield is 0.670. (5) The reactants are [F:1][C:2]1[CH:7]=[C:6]([F:8])[CH:5]=[CH:4][C:3]=1[CH2:9][CH2:10][C:11]1[CH:16]=[CH:15][C:14]([S:17]([C:20]2[CH:25]=[CH:24][CH:23]=[CH:22][C:21]=2F)(=[O:19])=[O:18])=[CH:13][CH:12]=1.C(=O)([O-])[O-].[K+].[K+].[NH:33]1[CH:37]=[CH:36][N:35]=[CH:34]1. The catalyst is CS(C)=O.C(OCC)(=O)C. The product is [F:1][C:2]1[CH:7]=[C:6]([F:8])[CH:5]=[CH:4][C:3]=1[CH2:9][CH2:10][C:11]1[CH:16]=[CH:15][C:14]([S:17]([C:20]2[CH:25]=[CH:24][CH:23]=[CH:22][C:21]=2[N:33]2[CH:37]=[CH:36][N:35]=[CH:34]2)(=[O:18])=[O:19])=[CH:13][CH:12]=1. The yield is 0.770. (6) The reactants are Cl.Cl.[NH2:3][CH:4]([CH2:19][CH:20]1[CH2:25][CH2:24][CH2:23][CH2:22][CH2:21]1)[C:5]([NH:7][C:8]1([C:17]#[N:18])[CH2:13][CH2:12][N:11]([CH2:14]CC)[CH2:10][CH2:9]1)=[O:6].[CH2:26]([N:28](CC)[CH2:29][CH3:30])[CH3:27].C(N(CC)[C:36]([S:38][C:39]#[N:40])=[O:37])C. The catalyst is C(#N)C. The product is [C:17]([C:8]1([NH:7][C:5](=[O:6])[CH:4]([NH:3][C:39]([NH:40][N:28]([CH2:29][CH3:30])[CH2:26][CH3:27])=[S:38]=[C:36]=[O:37])[CH2:19][CH:20]2[CH2:25][CH2:24][CH2:23][CH2:22][CH2:21]2)[CH2:13][CH2:12][N:11]([CH3:14])[CH2:10][CH2:9]1)#[N:18]. The yield is 0.490. (7) The reactants are [CH3:1][N:2]1[C:6]([C:7]2[CH:8]=[C:9]([CH:13]=[CH:14][CH:15]=2)[C:10]([OH:12])=O)=[CH:5][CH:4]=[N:3]1.CCN=C=NCCCN(C)C.C1C=CC2N(O)N=NC=2C=1.CCN(CC)CC.[NH2:44][CH2:45][CH:46]([OH:58])[CH2:47][N:48]1[CH2:57][CH2:56][C:55]2[C:50](=[CH:51][CH:52]=[CH:53][CH:54]=2)[CH2:49]1. The catalyst is C(Cl)Cl.O. The product is [CH2:49]1[C:50]2[C:55](=[CH:54][CH:53]=[CH:52][CH:51]=2)[CH2:56][CH2:57][N:48]1[CH2:47][CH:46]([OH:58])[CH2:45][NH:44][C:10](=[O:12])[C:9]1[CH:13]=[CH:14][CH:15]=[C:7]([C:6]2[N:2]([CH3:1])[N:3]=[CH:4][CH:5]=2)[CH:8]=1. The yield is 0.250. (8) The reactants are [N+:1]([C:4]1[CH:5]=[C:6]([CH:10]([CH3:13])[CH:11]=O)[CH:7]=[CH:8][CH:9]=1)([O-:3])=[O:2].[CH3:14][C:15]1[CH:24]=[CH:23][C:22]2[C:17](=[CH:18][CH:19]=[CH:20][C:21]=2[N:25]2[CH2:30][CH2:29][N:28](CCC3C=C(C=CC=3)N)[CH2:27][CH2:26]2)[N:16]=1.C(O[BH-](OC(=O)C)OC(=O)C)(=O)C.[Na+]. The catalyst is C(Cl)Cl. The product is [CH3:14][C:15]1[CH:24]=[CH:23][C:22]2[C:17](=[CH:18][CH:19]=[CH:20][C:21]=2[N:25]2[CH2:30][CH2:29][N:28]([CH2:11][CH:10]([C:6]3[CH:7]=[CH:8][CH:9]=[C:4]([N+:1]([O-:3])=[O:2])[CH:5]=3)[CH3:13])[CH2:27][CH2:26]2)[N:16]=1. The yield is 0.780.